Dataset: Full USPTO retrosynthesis dataset with 1.9M reactions from patents (1976-2016). Task: Predict the reactants needed to synthesize the given product. (1) Given the product [CH3:1][C:2]1([CH3:21])[N:6]([CH2:23][C:24]([O:26][C:27]([CH3:30])([CH3:29])[CH3:28])=[O:25])[C:5](=[O:7])[N:4]([C:8]([C:10]2[C:19]3[C:14](=[CH:15][CH:16]=[CH:17][CH:18]=3)[CH:13]=[CH:12][CH:11]=2)=[O:9])[C:3]1=[O:20], predict the reactants needed to synthesize it. The reactants are: [CH3:1][C:2]1([CH3:21])[NH:6][C:5](=[O:7])[N:4]([C:8]([C:10]2[C:19]3[C:14](=[CH:15][CH:16]=[CH:17][CH:18]=3)[CH:13]=[CH:12][CH:11]=2)=[O:9])[C:3]1=[O:20].Br[CH2:23][C:24]([O:26][C:27]([CH3:30])([CH3:29])[CH3:28])=[O:25].C(=O)([O-])[O-].[K+].[K+].O. (2) The reactants are: C[O:2][C:3](=[O:18])[C:4]1[CH:9]=[C:8]([O:10][CH2:11][CH2:12][F:13])[CH:7]=[C:6]([O:14][CH2:15][CH2:16][F:17])[CH:5]=1.[OH-].[Na+]. Given the product [F:13][CH2:12][CH2:11][O:10][C:8]1[CH:9]=[C:4]([CH:5]=[C:6]([O:14][CH2:15][CH2:16][F:17])[CH:7]=1)[C:3]([OH:18])=[O:2], predict the reactants needed to synthesize it.